Predict the reactants needed to synthesize the given product. From a dataset of Full USPTO retrosynthesis dataset with 1.9M reactions from patents (1976-2016). (1) Given the product [C:1]([O-:13])(=[O:12])[CH2:2][C:3]([CH2:8][C:9]([O-:11])=[O:10])([C:5]([O-:7])=[O:6])[OH:4].[La+3:24], predict the reactants needed to synthesize it. The reactants are: [C:1]([OH:13])(=[O:12])[CH2:2][C:3]([CH2:8][C:9]([OH:11])=[O:10])([C:5]([OH:7])=[O:6])[OH:4].[OH-].[Na+].O.O.O.O.O.O.O.[Cl-].[La+3:24].[Cl-].[Cl-].C([O-])(=O)CC(CC([O-])=O)(C([O-])=O)O.[Na+].[Na+].[Na+]. (2) Given the product [CH2:35]([S:7]([C:9]1[CH:10]=[CH:11][C:12]([NH:15][C:16]2[N:21]=[C:20]([NH:22][C@H:23]([CH2:28][OH:29])[CH2:24][CH:25]([CH3:27])[CH3:26])[C:19]([C:30]3[CH:34]=[CH:33][S:32][CH:31]=3)=[CH:18][N:17]=2)=[CH:13][CH:14]=1)(=[NH:6])=[O:8])[CH3:36], predict the reactants needed to synthesize it. The reactants are: C(OC([N:6]=[S:7]([CH2:35][CH3:36])([C:9]1[CH:14]=[CH:13][C:12]([NH:15][C:16]2[N:21]=[C:20]([NH:22][C@H:23]([CH2:28][OH:29])[CH2:24][CH:25]([CH3:27])[CH3:26])[C:19]([C:30]3[CH:34]=[CH:33][S:32][CH:31]=3)=[CH:18][N:17]=2)=[CH:11][CH:10]=1)=[O:8])=O)C.CC[O-].[Na+]. (3) Given the product [CH2:19]([O:4][C:3]1[C:2]([O:8][C@H:7]([C@H:9]([CH2:11][OH:12])[OH:10])[C:5]=1[OH:6])=[O:1])[CH:20]([CH2:22][OH:23])[OH:21], predict the reactants needed to synthesize it. The reactants are: [O:1]=[C:2]1[O:8][C@H:7]([C@H:9]([CH2:11][OH:12])[OH:10])[C:5]([OH:6])=[C:3]1[OH:4].C(=O)([O-])O.[Na+].O.[CH2:19]1[O:21][CH:20]1[CH2:22][OH:23]. (4) Given the product [C:10]([NH:9][C:5]1[CH:4]=[C:3]([C:1]#[C:2][C:14]2[CH:15]=[N:16][CH:17]=[C:18]([CH:31]=2)[C:19]([N:21]=[S@@:22]([CH3:30])(=[O:29])[C:23]2[CH:28]=[CH:27][CH:26]=[CH:25][CH:24]=2)=[O:20])[CH:8]=[CH:7][CH:6]=1)(=[O:12])[CH3:11], predict the reactants needed to synthesize it. The reactants are: [C:1]([C:3]1[CH:4]=[C:5]([NH:9][C:10](=[O:12])[CH3:11])[CH:6]=[CH:7][CH:8]=1)#[CH:2].Br[C:14]1[CH:15]=[N:16][CH:17]=[C:18]([CH:31]=1)[C:19]([N:21]=[S@@:22]([CH3:30])(=[O:29])[C:23]1[CH:28]=[CH:27][CH:26]=[CH:25][CH:24]=1)=[O:20]. (5) Given the product [C:36]([O:35][C:33]([N:40]1[CH2:41][CH2:42][CH:43]([CH2:46][C:47](=[O:49])[NH:58][C:57]2[CH:56]=[CH:55][C:54]([S:51]([CH3:50])(=[O:53])=[O:52])=[CH:60][CH:59]=2)[CH2:44][CH2:45]1)=[O:34])([CH3:37])([CH3:38])[CH3:39], predict the reactants needed to synthesize it. The reactants are: C1C=CC2N(O)N=NC=2C=1.CN(C(ON1N=NC2C=CC=CC1=2)=[N+](C)C)C.[B-](F)(F)(F)F.[C:33]([N:40]1[CH2:45][CH2:44][CH:43]([CH2:46][C:47]([OH:49])=O)[CH2:42][CH2:41]1)([O:35][C:36]([CH3:39])([CH3:38])[CH3:37])=[O:34].[CH3:50][S:51]([C:54]1[CH:60]=[CH:59][C:57]([NH2:58])=[CH:56][CH:55]=1)(=[O:53])=[O:52]. (6) The reactants are: [CH3:1][CH:2]([C:4]1[C:12]([C:13]([CH:15](N)[CH3:16])=[O:14])=[C:11]2[N:6]([CH:7]=[CH:8][CH:9]=[CH:10]2)[N:5]=1)[CH3:3].C(C1C=C2C=CC=CN2N=1)(C)C.[Cl:30]C(C)C=O.ClC(Cl)=O.ClC(C)C(Cl)=O.[Cl-].[Al+3].[Cl-].[Cl-]. Given the product [Cl:30][CH:15]([CH3:16])[C:13]([C:12]1[C:4]([CH:2]([CH3:3])[CH3:1])=[N:5][N:6]2[CH:7]=[CH:8][CH:9]=[CH:10][C:11]=12)=[O:14], predict the reactants needed to synthesize it.